From a dataset of Forward reaction prediction with 1.9M reactions from USPTO patents (1976-2016). Predict the product of the given reaction. Given the reactants [NH2:1][CH2:2][CH2:3][CH2:4][CH2:5][N:6]1[C:18]2[C:17]3[CH:16]=[CH:15][CH:14]=[CH:13][C:12]=3[N:11]=[C:10]([NH2:19])[C:9]=2[N:8]=[C:7]1[CH2:20][CH3:21].[C:22](Cl)(=[O:29])[C:23]1[CH:28]=[CH:27][CH:26]=[CH:25][CH:24]=1, predict the reaction product. The product is: [NH2:19][C:10]1[C:9]2[N:8]=[C:7]([CH2:20][CH3:21])[N:6]([CH2:5][CH2:4][CH2:3][CH2:2][NH:1][C:22](=[O:29])[C:23]3[CH:28]=[CH:27][CH:26]=[CH:25][CH:24]=3)[C:18]=2[C:17]2[CH:16]=[CH:15][CH:14]=[CH:13][C:12]=2[N:11]=1.